Dataset: Forward reaction prediction with 1.9M reactions from USPTO patents (1976-2016). Task: Predict the product of the given reaction. (1) Given the reactants [NH2:1][C:2]1[C:7]([NH2:8])=[C:6]([NH2:9])[N:5]=[CH:4][N:3]=1.[CH3:10][O:11][C:12]1[CH:13]=[C:14]([CH2:18][C:19]([Cl:21])=[O:20])[CH:15]=[CH:16][CH:17]=1, predict the reaction product. The product is: [ClH:21].[NH2:8][C:7]1[C:2]([NH:1][C:19](=[O:20])[CH2:18][C:14]2[CH:15]=[CH:16][CH:17]=[C:12]([O:11][CH3:10])[CH:13]=2)=[N:3][CH:4]=[N:5][C:6]=1[NH2:9]. (2) Given the reactants [NH2:1][C:2]1[CH:7]=[CH:6][C:5]([F:8])=[CH:4][C:3]=1[C:9]1[NH:10][C:11]2[C:16]([C:17]=1[CH:18]1[CH2:23][CH2:22][CH2:21][CH2:20][CH2:19]1)=[CH:15][CH:14]=[C:13]([C:24]([O:26][CH3:27])=[O:25])[CH:12]=2.C([O-])(=O)C.[Na+].C(O)(=O)C.[Cl:37][CH2:38][C:39](Cl)=[O:40].C(=O)([O-])O.[Na+], predict the reaction product. The product is: [Cl:37][CH2:38][C:39]([NH:1][C:2]1[CH:7]=[CH:6][C:5]([F:8])=[CH:4][C:3]=1[C:9]1[NH:10][C:11]2[C:16]([C:17]=1[CH:18]1[CH2:23][CH2:22][CH2:21][CH2:20][CH2:19]1)=[CH:15][CH:14]=[C:13]([C:24]([O:26][CH3:27])=[O:25])[CH:12]=2)=[O:40]. (3) Given the reactants [CH:1]([C:3]1[CH:8]=[CH:7][C:6](/[CH:9]=[CH:10]/[C:11]([NH:13][C:14]2[CH:19]=[C:18]([C:20]3[S:21][CH:22]=[CH:23][CH:24]=3)[CH:17]=[CH:16][C:15]=2[NH:25]C(=O)OC(C)(C)C)=[O:12])=[CH:5][CH:4]=1)=O.[NH2:33][CH2:34][CH2:35][NH:36][C:37](=[O:39])[CH3:38].[BH-](OC(C)=O)(OC(C)=O)OC(C)=O.[Na+], predict the reaction product. The product is: [C:37]([NH:36][CH2:35][CH2:34][NH:33][CH2:1][C:3]1[CH:8]=[CH:7][C:6](/[CH:9]=[CH:10]/[C:11]([NH:13][C:14]2[CH:19]=[C:18]([C:20]3[S:21][CH:22]=[CH:23][CH:24]=3)[CH:17]=[CH:16][C:15]=2[NH2:25])=[O:12])=[CH:5][CH:4]=1)(=[O:39])[CH3:38].